This data is from Reaction yield outcomes from USPTO patents with 853,638 reactions. The task is: Predict the reaction yield, written as a fraction of the theoretical maximum amount of product (1.0 means a 100% yield; for example, 0.34 means a 34% yield). The catalyst is Cl[Pd](Cl)([P](C1C=CC=CC=1)(C1C=CC=CC=1)C1C=CC=CC=1)[P](C1C=CC=CC=1)(C1C=CC=CC=1)C1C=CC=CC=1.O. The yield is 0.850. The reactants are Br[C:2]1[S:3][C:4](Br)=[CH:5][C:6]=1[CH2:7][C:8]([O:10][CH2:11][CH3:12])=[O:9].C([Sn](CCCC)(CCCC)[C:19]1[S:20][CH:21]=[CH:22][CH:23]=1)CCC.CN(C=O)C. The product is [S:3]1[CH:4]=[CH:5][CH:6]=[C:2]1[C:2]1[S:3][C:4]([C:21]2[S:20][CH:19]=[CH:23][CH:22]=2)=[CH:5][C:6]=1[CH2:7][C:8]([O:10][CH2:11][CH3:12])=[O:9].